The task is: Predict the product of the given reaction.. This data is from Forward reaction prediction with 1.9M reactions from USPTO patents (1976-2016). (1) Given the reactants [OH-].[Li+].[F:3][C:4]1[CH:9]=[CH:8][C:7]([O:10][CH3:11])=[CH:6][C:5]=1[NH:12][C:13]1[N:22]=[CH:21][CH:20]=[CH:19][C:14]=1[C:15]([O:17]C)=[O:16], predict the reaction product. The product is: [F:3][C:4]1[CH:9]=[CH:8][C:7]([O:10][CH3:11])=[CH:6][C:5]=1[NH:12][C:13]1[N:22]=[CH:21][CH:20]=[CH:19][C:14]=1[C:15]([OH:17])=[O:16]. (2) Given the reactants [NH2:1][C:2]1[C:7]([N+:8]([O-])=O)=[CH:6][CH:5]=[CH:4][N:3]=1.[CH2:11]([O:18][C:19]1[CH:26]=[CH:25][C:22]([CH:23]=O)=[CH:21][CH:20]=1)[C:12]1[CH:17]=[CH:16][CH:15]=[CH:14][CH:13]=1.[O-]S(S([O-])=O)=O.[Na+].[Na+].[NH4+].[OH-], predict the reaction product. The product is: [CH2:11]([O:18][C:19]1[CH:20]=[CH:21][C:22]([C:23]2[NH:8][C:7]3[C:2]([N:1]=2)=[N:3][CH:4]=[CH:5][CH:6]=3)=[CH:25][CH:26]=1)[C:12]1[CH:13]=[CH:14][CH:15]=[CH:16][CH:17]=1. (3) Given the reactants Br[C:2]1[CH:7]=[CH:6][CH:5]=[C:4]([Br:8])[N:3]=1.[NH2:9][C:10]1[CH:15]=[C:14]([CH3:16])[CH:13]=[CH:12][N:11]=1.C1(P(C2C=CC=CC=2)C2C=CC3C(=CC=CC=3)C=2C2C3C(=CC=CC=3)C=CC=2P(C2C=CC=CC=2)C2C=CC=CC=2)C=CC=CC=1.CC(C)([O-])C.[Na+], predict the reaction product. The product is: [Br:8][C:4]1[N:3]=[C:2]([NH:9][C:10]2[CH:15]=[C:14]([CH3:16])[CH:13]=[CH:12][N:11]=2)[CH:7]=[CH:6][CH:5]=1. (4) Given the reactants [CH3:1][N:2]1[CH:6]=[CH:5][C:4]([N:7]2[C:15]3[C:10](=[C:11]([N+:16]([O-])=O)[CH:12]=[CH:13][CH:14]=3)[CH:9]=[CH:8]2)=[N:3]1, predict the reaction product. The product is: [CH3:1][N:2]1[CH:6]=[CH:5][C:4]([N:7]2[C:15]3[CH:14]=[CH:13][CH:12]=[C:11]([NH2:16])[C:10]=3[CH:9]=[CH:8]2)=[N:3]1. (5) Given the reactants [N:1]1([C:7]2[CH:12]=[CH:11][C:10]([NH:13][C:14]([C:16]3[CH:25]=[C:24]([O:26][CH2:27][O:28][CH2:29][CH2:30][Si:31]([CH3:34])([CH3:33])[CH3:32])[C:23]4[C:18](=[C:19](Br)[CH:20]=[C:21]([O:35][CH3:36])[CH:22]=4)[N:17]=3)=[O:15])=[CH:9][CH:8]=2)[CH2:6][CH2:5][O:4][CH2:3][CH2:2]1.N1(C2C=CC([NH-])=CC=2)CCOCC1.[CH3:51][N:52]1[CH2:58][CH2:57][CH2:56][NH:55][CH2:54][CH2:53]1.C1C=CC(P(C2C(C3C(P(C4C=CC=CC=4)C4C=CC=CC=4)=CC=C4C=3C=CC=C4)=C3C(C=CC=C3)=CC=2)C2C=CC=CC=2)=CC=1.C(=O)([O-])[O-].[Cs+].[Cs+], predict the reaction product. The product is: [N:1]1([C:7]2[CH:12]=[CH:11][C:10]([NH:13][C:14]([C:16]3[CH:25]=[C:24]([O:26][CH2:27][O:28][CH2:29][CH2:30][Si:31]([CH3:34])([CH3:33])[CH3:32])[C:23]4[C:18](=[C:19]([N:55]5[CH2:56][CH2:57][CH2:58][N:52]([CH3:51])[CH2:53][CH2:54]5)[CH:20]=[C:21]([O:35][CH3:36])[CH:22]=4)[N:17]=3)=[O:15])=[CH:9][CH:8]=2)[CH2:6][CH2:5][O:4][CH2:3][CH2:2]1. (6) Given the reactants [CH3:1][N:2]1[CH2:7][CH2:6][CH:5]([O:8][C:9]([C:11]2([NH:20][C:21](OC(C)(C)C)=O)[C:19]3[C:14](=[CH:15][CH:16]=[CH:17][CH:18]=3)[CH2:13][CH2:12]2)=[O:10])[CH2:4][CH2:3]1.O1CCOCC1.C([C:36]1[S:40][C:39]([C:41]([O:43][C@H:44]([C:55]2[CH:60]=[CH:59][C:58]([O:61][CH3:62])=[C:57]([O:63][CH3:64])[CH:56]=2)[CH2:45][C:46]2[C:51]([Cl:52])=[CH:50][N+:49]([O-:53])=[CH:48][C:47]=2[Cl:54])=[O:42])=[CH:38][CH:37]=1)=O.C(O)(=O)C.C(O[BH-](OC(=O)C)OC(=O)C)(=O)C.[Na+], predict the reaction product. The product is: [CH3:1][N:2]1[CH2:7][CH2:6][CH:5]([O:8][C:9]([C:11]2([NH:20][CH2:21][C:36]3[S:40][C:39]([C:41]([O:43][C@H:44]([C:55]4[CH:60]=[CH:59][C:58]([O:61][CH3:62])=[C:57]([O:63][CH3:64])[CH:56]=4)[CH2:45][C:46]4[C:47]([Cl:54])=[CH:48][N+:49]([O-:53])=[CH:50][C:51]=4[Cl:52])=[O:42])=[CH:38][CH:37]=3)[C:19]3[C:14](=[CH:15][CH:16]=[CH:17][CH:18]=3)[CH2:13][CH2:12]2)=[O:10])[CH2:4][CH2:3]1. (7) Given the reactants [Si]([O:18][CH:19]1[CH2:24][CH:23]2[CH:21]([CH:22]2[C:25]2[N:29]([CH:30]([CH3:32])[CH3:31])[N:28]=[C:27]([I:33])[CH:26]=2)[CH2:20]1)(C(C)(C)C)(C1C=CC=CC=1)C1C=CC=CC=1.F.F.F.C(N(CC)CC)C.C(=O)(O)[O-].[Na+], predict the reaction product. The product is: [I:33][C:27]1[CH:26]=[C:25]([CH:22]2[CH:21]3[CH:23]2[CH2:24][CH:19]([OH:18])[CH2:20]3)[N:29]([CH:30]([CH3:32])[CH3:31])[N:28]=1. (8) Given the reactants [C:1]([C:5]1[CH:6]=[C:7]([NH:23][S:24]([CH3:27])(=[O:26])=[O:25])[C:8]([O:21][CH3:22])=[C:9]([NH:11][C:12](=[O:20])OC2C=CC=CC=2)[CH:10]=1)([CH3:4])([CH3:3])[CH3:2].[NH2:28][C:29]1[C:38]2[C:33](=[CH:34][CH:35]=[CH:36][CH:37]=2)[C:32]([O:39][C:40]2[CH:45]=[CH:44][N:43]=[C:42]([NH:46][C:47]3[CH:48]=[C:49]([CH:62]=[C:63]([C:65]#[CH:66])[CH:64]=3)[C:50]([NH:52][C@@H:53]([CH3:61])[CH2:54][N:55]3[CH2:60][CH2:59][O:58][CH2:57][CH2:56]3)=[O:51])[N:41]=2)=[CH:31][CH:30]=1.C(N(CC)CC)C, predict the reaction product. The product is: [C:1]([C:5]1[CH:6]=[C:7]([NH:23][S:24]([CH3:27])(=[O:26])=[O:25])[C:8]([O:21][CH3:22])=[C:9]([NH:11][C:12](=[O:20])[NH:28][C:29]2[C:38]3[C:33](=[CH:34][CH:35]=[CH:36][CH:37]=3)[C:32]([O:39][C:40]3[CH:45]=[CH:44][N:43]=[C:42]([NH:46][C:47]4[CH:48]=[C:49]([CH:62]=[C:63]([C:65]#[CH:66])[CH:64]=4)[C:50]([NH:52][C@@H:53]([CH3:61])[CH2:54][N:55]4[CH2:56][CH2:57][O:58][CH2:59][CH2:60]4)=[O:51])[N:41]=3)=[CH:31][CH:30]=2)[CH:10]=1)([CH3:2])([CH3:4])[CH3:3]. (9) The product is: [CH2:9]([O:8][C:5]1[CH:6]=[CH:7][C:2]([B:25]2[O:26][C:27]([CH3:29])([CH3:28])[C:23]([CH3:39])([CH3:22])[O:24]2)=[C:3]([CH3:16])[CH:4]=1)[C:10]1[CH:15]=[CH:14][CH:13]=[CH:12][CH:11]=1. Given the reactants Br[C:2]1[CH:7]=[CH:6][C:5]([O:8][CH2:9][C:10]2[CH:15]=[CH:14][CH:13]=[CH:12][CH:11]=2)=[CH:4][C:3]=1[CH3:16].C([O-])(=O)C.[K+].[CH3:22][C:23]1([CH3:39])[C:27]([CH3:29])([CH3:28])[O:26][B:25]([B:25]2[O:26][C:27]([CH3:29])([CH3:28])[C:23]([CH3:39])([CH3:22])[O:24]2)[O:24]1, predict the reaction product.